Dataset: Forward reaction prediction with 1.9M reactions from USPTO patents (1976-2016). Task: Predict the product of the given reaction. (1) Given the reactants C(O[C:6]([N:8]1[CH2:12][C:11](=[N:13][O:14][CH2:15][C:16]2[CH:21]=[CH:20][C:19]([Cl:22])=[C:18]([Cl:23])[CH:17]=2)[CH2:10][C@H:9]1[C:24]([OH:26])=O)=[O:7])(C)(C)C.C(Cl)(=O)[C:28]1[CH:33]=[CH:32][CH:31]=[CH:30][CH:29]=1.[N:36]1[C:45]2[C:40](=[CH:41][C:42]([NH2:46])=[CH:43][CH:44]=2)[CH:39]=[CH:38][CH:37]=1, predict the reaction product. The product is: [C:6]([N:8]1[CH2:12][C:11](=[N:13][O:14][CH2:15][C:16]2[CH:21]=[CH:20][C:19]([Cl:22])=[C:18]([Cl:23])[CH:17]=2)[CH2:10][C@H:9]1[C:24]([NH:46][C:42]1[CH:41]=[C:40]2[C:45](=[CH:44][CH:43]=1)[N:36]=[CH:37][CH:38]=[CH:39]2)=[O:26])(=[O:7])[C:28]1[CH:33]=[CH:32][CH:31]=[CH:30][CH:29]=1. (2) Given the reactants [CH3:1][C:2]1[CH:7]=[CH:6][C:5]([NH:8][C:9](=[O:20])[C:10]2[CH:15]=[CH:14][CH:13]=[C:12]([C:16]([F:19])([F:18])[F:17])[CH:11]=2)=[CH:4][C:3]=1[C:21]1[CH:26]=[C:25]([N:27]2[CH2:32][CH2:31][O:30][CH2:29][CH2:28]2)[N:24]=[C:23](S(C)(=O)=O)[N:22]=1.[CH2:37]([OH:40])[CH2:38][OH:39].C(=O)([O-])[O-].[K+].[K+], predict the reaction product. The product is: [OH:39][CH2:38][CH2:37][O:40][C:23]1[N:22]=[C:21]([C:3]2[CH:4]=[C:5]([NH:8][C:9](=[O:20])[C:10]3[CH:15]=[CH:14][CH:13]=[C:12]([C:16]([F:17])([F:18])[F:19])[CH:11]=3)[CH:6]=[CH:7][C:2]=2[CH3:1])[CH:26]=[C:25]([N:27]2[CH2:32][CH2:31][O:30][CH2:29][CH2:28]2)[N:24]=1. (3) The product is: [CH:24]1([NH:23][C:22](=[O:27])[CH:20]([C:17]2[CH:18]=[CH:19][C:14]([CH:11]3[CH2:10][CH2:9][NH:8][CH2:13][CH2:12]3)=[CH:15][CH:16]=2)[CH3:21])[CH2:25][CH2:26]1. Given the reactants C(OC([N:8]1[CH2:13][CH2:12][CH:11]([C:14]2[CH:19]=[CH:18][C:17]([CH:20]([C:22](=[O:27])[NH:23][CH:24]3[CH2:26][CH2:25]3)[CH3:21])=[CH:16][CH:15]=2)[CH2:10][CH2:9]1)=O)(C)(C)C.Cl, predict the reaction product. (4) Given the reactants [C:1]([O:4][CH2:5][C:6]1[C:7]([N:21]2[CH2:33][CH2:32][N:24]3[C:25]4[CH2:26][CH2:27][CH2:28][CH2:29][C:30]=4[CH:31]=[C:23]3[C:22]2=[O:34])=[N:8][CH:9]=[CH:10][C:11]=1B1OC(C)(C)C(C)(C)O1)(=[O:3])[CH3:2].Br[C:36]1[CH:37]=[C:38]([NH:44][C:45]2[CH:53]=[C:48]3[CH2:49][O:50][CH2:51][CH2:52][N:47]3[N:46]=2)[C:39](=[O:43])[N:40]([CH3:42])[CH:41]=1, predict the reaction product. The product is: [C:1]([O:4][CH2:5][C:6]1[C:7]([N:21]2[CH2:33][CH2:32][N:24]3[C:25]4[CH2:26][CH2:27][CH2:28][CH2:29][C:30]=4[CH:31]=[C:23]3[C:22]2=[O:34])=[N:8][CH:9]=[CH:10][C:11]=1[C:36]1[CH:37]=[C:38]([NH:44][C:45]2[CH:53]=[C:48]3[CH2:49][O:50][CH2:51][CH2:52][N:47]3[N:46]=2)[C:39](=[O:43])[N:40]([CH3:42])[CH:41]=1)(=[O:3])[CH3:2]. (5) Given the reactants C(OC[N:9]1[CH:13]=[C:12]([C:14]2[CH:19]=[C:18]([O:20][C:21]3[C:22]([CH3:37])=[N:23][C:24]([NH:27][C:28]([NH:30][C:31](=[O:36])[C:32]([CH3:35])([CH3:34])[CH3:33])=[O:29])=[CH:25][CH:26]=3)[CH:17]=[CH:16][N:15]=2)[N:11]=[N:10]1)(=O)C(C)(C)C, predict the reaction product. The product is: [NH:9]1[CH:13]=[C:12]([C:14]2[CH:19]=[C:18]([O:20][C:21]3[CH:26]=[CH:25][C:24]([NH:27][C:28]([NH:30][C:31](=[O:36])[C:32]([CH3:34])([CH3:33])[CH3:35])=[O:29])=[N:23][C:22]=3[CH3:37])[CH:17]=[CH:16][N:15]=2)[N:11]=[N:10]1. (6) Given the reactants [CH2:1]([O:4][C@H:5]1[C:13]2[C:8](=[CH:9][C:10]([O:14][CH2:15][CH2:16][CH3:17])=[CH:11][CH:12]=2)[C@@H:7]([NH2:18])[CH2:6]1)[CH:2]=[CH2:3].FC(F)(F)C(N[C@@H:24]1[C:32]2C(=CC=C(OC(C)C)C=2)[C@H](O)[CH2:25]1)=O, predict the reaction product. The product is: [CH2:1]([O:4][CH:5]1[C:13]2[C:8](=[CH:9][C:10]([O:14][C:15]3[CH:32]=[CH:24][CH:25]=[CH:17][CH:16]=3)=[CH:11][CH:12]=2)[CH:7]([NH2:18])[CH2:6]1)[CH:2]=[CH2:3].